This data is from Full USPTO retrosynthesis dataset with 1.9M reactions from patents (1976-2016). The task is: Predict the reactants needed to synthesize the given product. (1) The reactants are: [Cl:1][C:2]1[CH:8]=[C:7]([O:9][C:10]2[C:19]3[C:14](=[CH:15][C:16]([O:22][CH3:23])=[C:17]([O:20][CH3:21])[CH:18]=3)[N:13]=[CH:12][N:11]=2)[CH:6]=[CH:5][C:3]=1[NH2:4].C1(C)C=CC=CC=1.C(N(CC)CC)C.Cl[C:39](Cl)([O:41]C(=O)OC(Cl)(Cl)Cl)Cl.[CH3:50][O:51][C:52]1[CH:53]=[C:54]([CH:58]=[CH:59][CH:60]=1)[CH:55]([OH:57])[CH3:56]. Given the product [Cl:1][C:2]1[CH:8]=[C:7]([O:9][C:10]2[C:19]3[C:14](=[CH:15][C:16]([O:22][CH3:23])=[C:17]([O:20][CH3:21])[CH:18]=3)[N:13]=[CH:12][N:11]=2)[CH:6]=[CH:5][C:3]=1[NH:4][C:39](=[O:41])[O:57][CH:55]([C:54]1[CH:58]=[CH:59][CH:60]=[C:52]([O:51][CH3:50])[CH:53]=1)[CH3:56], predict the reactants needed to synthesize it. (2) Given the product [F:35][C:27]1[CH:28]=[C:29]([C:2]2[CH:7]=[CH:6][C:5]([O:8][CH2:9][CH:10]3[CH2:15][CH2:14][N:13]([CH2:16][C:17]([F:20])([CH3:19])[CH3:18])[CH2:12][CH2:11]3)=[CH:4][N:3]=2)[CH:30]=[CH:31][C:26]=1[C:24]([O:23][CH2:21][CH3:22])=[O:25], predict the reactants needed to synthesize it. The reactants are: Cl[C:2]1[CH:7]=[CH:6][C:5]([O:8][CH2:9][CH:10]2[CH2:15][CH2:14][N:13]([CH2:16][C:17]([F:20])([CH3:19])[CH3:18])[CH2:12][CH2:11]2)=[CH:4][N:3]=1.[CH2:21]([O:23][C:24]([C:26]1[CH:31]=[CH:30][C:29](B(O)O)=[CH:28][C:27]=1[F:35])=[O:25])[CH3:22].C([O-])([O-])=O.[Cs+].[Cs+].O1CCOCC1. (3) Given the product [C:4]1([O:7][C:8](=[S:9])[NH2:17])[CH:5]=[CH:6][CH:1]=[CH:2][CH:3]=1, predict the reactants needed to synthesize it. The reactants are: [CH:1]1[CH:6]=[CH:5][C:4]([O:7][C:8](Cl)=[S:9])=[CH:3][CH:2]=1.C([O-])(O)=O.[Na+].Cl.[NH2:17]C1C(C)=CSC=1Cl. (4) Given the product [F:15][C:5]1[CH:4]=[C:3]([CH2:2][C:18]2[CH:19]=[CH:20][O:16][CH:17]=2)[CH:8]=[CH:7][C:6]=1[CH:9]([CH3:14])[C:10]([OH:12])=[O:11], predict the reactants needed to synthesize it. The reactants are: Br[CH2:2][C:3]1[CH:8]=[CH:7][C:6]([CH:9]([CH3:14])[C:10]([O:12]C)=[O:11])=[C:5]([F:15])[CH:4]=1.[O:16]1[CH:20]=[CH:19][C:18](B(O)O)=[CH:17]1.C(=O)([O-])[O-].[Na+].[Na+]. (5) Given the product [CH3:7][C:8]1([CH3:18])[C:9](=[O:11])[CH2:10][C:14](=[O:15])[CH2:13][O:12]1, predict the reactants needed to synthesize it. The reactants are: CC(C)([O-])C.[K+].[CH3:7][C:8]([CH3:18])([O:12][CH2:13][C:14](OC)=[O:15])[C:9](=[O:11])[CH3:10]. (6) Given the product [F:25][C:23]([F:26])([CH3:24])[C:22]([NH:21][C@@H:19]([CH3:20])[C@H:18]([O:17][C:13]1[CH:12]=[C:11]2[C:16](=[CH:15][CH:14]=1)[N:8]([C:4]1[CH:3]=[C:2]([CH:7]=[CH:6][CH:5]=1)[C:62]([NH:36][CH:37]1[CH2:41][CH2:40][O:39][CH2:38]1)=[O:63])[N:9]=[CH:10]2)[C:28]1[CH:29]=[N:30][C:31]([O:34][CH3:35])=[CH:32][CH:33]=1)=[O:27], predict the reactants needed to synthesize it. The reactants are: Br[C:2]1[CH:3]=[C:4]([N:8]2[C:16]3[C:11](=[CH:12][C:13]([O:17][C@H:18]([C:28]4[CH:29]=[N:30][C:31]([O:34][CH3:35])=[CH:32][CH:33]=4)[C@@H:19]([NH:21][C:22](=[O:27])[C:23]([F:26])([F:25])[CH3:24])[CH3:20])=[CH:14][CH:15]=3)[CH:10]=[N:9]2)[CH:5]=[CH:6][CH:7]=1.[NH2:36][CH:37]1[CH2:41][CH2:40][O:39][CH2:38]1.F[B-](F)(F)F.C([PH+](C(C)(C)C)C(C)(C)C)(C)(C)C.C1C[O:63][CH2:62]C1. (7) Given the product [Cl:17][C:18]1[CH:24]=[CH:23][CH:22]=[C:21]([Cl:25])[C:19]=1[NH:20][C:12]([C:11]1[C:6]([CH3:5])=[N:7][C:8]([S:15][CH3:16])=[N:9][CH:10]=1)=[O:14], predict the reactants needed to synthesize it. The reactants are: P(Cl)(Cl)Cl.[CH3:5][C:6]1[C:11]([C:12]([OH:14])=O)=[CH:10][N:9]=[C:8]([S:15][CH3:16])[N:7]=1.[Cl:17][C:18]1[CH:24]=[CH:23][CH:22]=[C:21]([Cl:25])[C:19]=1[NH2:20]. (8) Given the product [Br:1][C:2]1[CH:3]=[C:4]([O:16][C@@H:12]([CH3:11])[CH2:13][O:14][CH3:15])[CH:5]=[C:6]([O:8][CH3:9])[CH:7]=1, predict the reactants needed to synthesize it. The reactants are: [Br:1][C:2]1[CH:3]=[C:4](O)[CH:5]=[C:6]([O:8][CH3:9])[CH:7]=1.[CH3:11][C@@H:12]([OH:16])[CH2:13][O:14][CH3:15].C1(P(C2C=CC=CC=2)C2C=CC=CC=2)C=CC=CC=1.N(C(OCC)=O)=NC(OCC)=O. (9) Given the product [Cl:1][C:2]1[CH:3]=[C:4]([CH2:18][CH2:19][NH:20][C:30](=[O:33])[CH2:31][CH3:32])[CH:5]=[C:6]([CH2:9][O:10][Si:11]([C:14]([CH3:15])([CH3:16])[CH3:17])([CH3:12])[CH3:13])[C:7]=1[Cl:8], predict the reactants needed to synthesize it. The reactants are: [Cl:1][C:2]1[CH:3]=[C:4]([CH2:18][CH2:19][NH2:20])[CH:5]=[C:6]([CH2:9][O:10][Si:11]([C:14]([CH3:17])([CH3:16])[CH3:15])([CH3:13])[CH3:12])[C:7]=1[Cl:8].CCN(C(C)C)C(C)C.[C:30](O)(=[O:33])[CH2:31][CH3:32].F[P-](F)(F)(F)(F)F.N1(OC(N(C)C)=[N+](C)C)C2N=CC=CC=2N=N1. (10) The reactants are: [Cl:1][C:2]1[CH:7]=[CH:6][C:5]([NH:8][C:9](=[O:17])[CH:10]([CH3:16])[C:11]([O:13]CC)=[O:12])=[CH:4][C:3]=1[F:18]. Given the product [Cl:1][C:2]1[CH:7]=[CH:6][C:5]([NH:8][C:9](=[O:17])[CH:10]([CH3:16])[C:11]([OH:13])=[O:12])=[CH:4][C:3]=1[F:18], predict the reactants needed to synthesize it.